From a dataset of NCI-60 drug combinations with 297,098 pairs across 59 cell lines. Regression. Given two drug SMILES strings and cell line genomic features, predict the synergy score measuring deviation from expected non-interaction effect. (1) Drug 1: CC1=C(C=C(C=C1)NC(=O)C2=CC=C(C=C2)CN3CCN(CC3)C)NC4=NC=CC(=N4)C5=CN=CC=C5. Drug 2: CC(C)NC(=O)C1=CC=C(C=C1)CNNC.Cl. Cell line: HL-60(TB). Synergy scores: CSS=-17.2, Synergy_ZIP=7.14, Synergy_Bliss=0.578, Synergy_Loewe=-16.7, Synergy_HSA=-16.6. (2) Drug 1: CC1=CC2C(CCC3(C2CCC3(C(=O)C)OC(=O)C)C)C4(C1=CC(=O)CC4)C. Drug 2: CC1C(C(CC(O1)OC2CC(CC3=C2C(=C4C(=C3O)C(=O)C5=C(C4=O)C(=CC=C5)OC)O)(C(=O)CO)O)N)O.Cl. Cell line: SF-268. Synergy scores: CSS=48.8, Synergy_ZIP=3.18, Synergy_Bliss=3.28, Synergy_Loewe=-23.2, Synergy_HSA=3.69. (3) Drug 1: CC1CCC2CC(C(=CC=CC=CC(CC(C(=O)C(C(C(=CC(C(=O)CC(OC(=O)C3CCCCN3C(=O)C(=O)C1(O2)O)C(C)CC4CCC(C(C4)OC)OCCO)C)C)O)OC)C)C)C)OC. Drug 2: C(CC(=O)O)C(=O)CN.Cl. Cell line: SK-OV-3. Synergy scores: CSS=18.5, Synergy_ZIP=-5.69, Synergy_Bliss=0.191, Synergy_Loewe=-6.73, Synergy_HSA=2.45. (4) Drug 1: C1=CC(=CC=C1C#N)C(C2=CC=C(C=C2)C#N)N3C=NC=N3. Drug 2: C1C(C(OC1N2C=NC(=NC2=O)N)CO)O. Cell line: U251. Synergy scores: CSS=-19.1, Synergy_ZIP=5.29, Synergy_Bliss=-3.26, Synergy_Loewe=-42.2, Synergy_HSA=-25.5. (5) Drug 2: C1C(C(OC1N2C=NC(=NC2=O)N)CO)O. Synergy scores: CSS=27.9, Synergy_ZIP=-3.98, Synergy_Bliss=2.38, Synergy_Loewe=3.13, Synergy_HSA=3.29. Cell line: NCI/ADR-RES. Drug 1: CCC1(C2=C(COC1=O)C(=O)N3CC4=CC5=C(C=CC(=C5CN(C)C)O)N=C4C3=C2)O.Cl.